Dataset: Reaction yield outcomes from USPTO patents with 853,638 reactions. Task: Predict the reaction yield, written as a fraction of the theoretical maximum amount of product (1.0 means a 100% yield; for example, 0.34 means a 34% yield). (1) The reactants are [CH2:1]1[O:9][CH:2]1[C:3]1[CH:8]=[CH:7][CH:6]=[CH:5][CH:4]=1. The catalyst is [N+](C1C=CC(C(O)=O)=CC=1)([O-])=O.[OH-].[NH4+].O. The product is [CH2:1]1[O:9][C@@H:2]1[C:3]1[CH:8]=[CH:7][CH:6]=[CH:5][CH:4]=1. The yield is 0.640. (2) The reactants are [CH2:1]([N:8]1[CH:12]=[C:11]([CH:13]=O)[CH:10]=[N:9]1)[C:2]1[CH:7]=[CH:6][CH:5]=[CH:4][CH:3]=1.[NH2:15][C:16]1[CH:17]=[C:18]([CH:23]2[CH2:28][CH2:27][N:26]([C:29]([O:31][C:32]([CH3:35])([CH3:34])[CH3:33])=[O:30])[CH2:25][CH2:24]2)[CH:19]=[N:20][C:21]=1[NH2:22].CCO.C(OI(C1C=CC=CC=1)OC(=O)C)(=O)C. The catalyst is O.C1COCC1. The product is [CH2:1]([N:8]1[CH:12]=[C:11]([C:13]2[NH:22][C:21]3=[N:20][CH:19]=[C:18]([CH:23]4[CH2:28][CH2:27][N:26]([C:29]([O:31][C:32]([CH3:34])([CH3:33])[CH3:35])=[O:30])[CH2:25][CH2:24]4)[CH:17]=[C:16]3[N:15]=2)[CH:10]=[N:9]1)[C:2]1[CH:3]=[CH:4][CH:5]=[CH:6][CH:7]=1. The yield is 0.340. (3) The reactants are C([O:3][C:4]([C:6]1[CH:7]=[C:8]([NH:12][C:13](=[O:15])[CH3:14])[CH:9]=[N:10][CH:11]=1)=[CH2:5])C.Cl.C([O-])(O)=O.[Na+]. The catalyst is CC(C)=O. The product is [C:4]([C:6]1[CH:7]=[C:8]([NH:12][C:13](=[O:15])[CH3:14])[CH:9]=[N:10][CH:11]=1)(=[O:3])[CH3:5]. The yield is 0.420. (4) The reactants are [CH3:1][O:2][C:3]1[N:8]=[CH:7][C:6]([CH2:9]O)=[CH:5][CH:4]=1.S(Cl)([Cl:13])=O.C1(C)C=CC=CC=1.[OH-].[Na+]. The catalyst is CN(C)C=O. The product is [Cl:13][CH2:9][C:6]1[CH:5]=[CH:4][C:3]([O:2][CH3:1])=[N:8][CH:7]=1. The yield is 0.914. (5) The reactants are [Cl:1][C:2]1[C:3](F)=[C:4]([I:14])[C:5]([O:11][CH2:12][CH3:13])=[C:6]([C:8](=[O:10])[CH3:9])[CH:7]=1.[CH2:16](O)CO. The catalyst is C1(C)C=CC=CC=1.O.C1(C)C=CC(S(O)(=O)=O)=CC=1. The product is [Cl:1][C:2]1[C:3]([CH3:16])=[C:4]([I:14])[C:5]([O:11][CH2:12][CH3:13])=[C:6]([CH:8]([OH:10])[CH3:9])[CH:7]=1. The yield is 0.990. (6) The reactants are [OH-].[K+].[C:3]([C:7]1[CH:8]=[C:9]([C:18]2[N:19]=[C:20]([CH2:23][NH:24]C(=O)OCC3C=CC=CC=3)[S:21][CH:22]=2)[CH:10]=[C:11]([C:14]([CH3:17])([CH3:16])[CH3:15])[C:12]=1[OH:13])([CH3:6])([CH3:5])[CH3:4]. The catalyst is CO. The product is [NH2:24][CH2:23][C:20]1[S:21][CH:22]=[C:18]([C:9]2[CH:10]=[C:11]([C:14]([CH3:15])([CH3:16])[CH3:17])[C:12]([OH:13])=[C:7]([C:3]([CH3:6])([CH3:5])[CH3:4])[CH:8]=2)[N:19]=1. The yield is 0.760. (7) The product is [Br:1][C:2]1[C:3]([CH:20]=[O:21])=[C:4]([F:9])[C:5]([F:8])=[CH:6][CH:7]=1. The reactants are [Br:1][C:2]1[CH:7]=[CH:6][C:5]([F:8])=[C:4]([F:9])[CH:3]=1.C([N-]C(C)C)(C)C.[Li+].CN(C)[CH:20]=[O:21].C(O)(=O)C. The yield is 0.520. The catalyst is O1CCCC1.O.